Dataset: Full USPTO retrosynthesis dataset with 1.9M reactions from patents (1976-2016). Task: Predict the reactants needed to synthesize the given product. (1) Given the product [N+:8]([C:5]1[N:6]=[CH:7][C:2]([O:11][C:12]2[CH:13]=[N:14][CH:15]=[C:16]([CH:21]=2)[C:17]([O:19][CH3:20])=[O:18])=[CH:3][CH:4]=1)([O-:10])=[O:9], predict the reactants needed to synthesize it. The reactants are: Br[C:2]1[CH:3]=[CH:4][C:5]([N+:8]([O-:10])=[O:9])=[N:6][CH:7]=1.[OH:11][C:12]1[CH:13]=[N:14][CH:15]=[C:16]([CH:21]=1)[C:17]([O:19][CH3:20])=[O:18].C(=O)([O-])[O-].[Cs+].[Cs+]. (2) Given the product [CH3:2][C:1]([CH3:4])([CH3:3])[CH2:5][C:6]([NH:24][C:22]1[CH:21]=[CH:20][N:19]2[C:25]([C:26]3[CH:31]=[CH:30][N:29]=[C:28]([S:32][CH3:33])[N:27]=3)=[C:16]([C:14]3[CH:13]=[CH:12][CH:11]=[C:10]([CH3:9])[N:15]=3)[N:17]=[C:18]2[N:23]=1)=[O:7], predict the reactants needed to synthesize it. The reactants are: [C:1]([CH2:5][C:6](Cl)=[O:7])([CH3:4])([CH3:3])[CH3:2].[CH3:9][C:10]1[N:15]=[C:14]([C:16]2[N:17]=[C:18]3[N:23]=[C:22]([NH2:24])[CH:21]=[CH:20][N:19]3[C:25]=2[C:26]2[CH:31]=[CH:30][N:29]=[C:28]([S:32][CH3:33])[N:27]=2)[CH:13]=[CH:12][CH:11]=1. (3) Given the product [N:21]1([CH2:20][CH2:19][O:18][C:11]2[C:12]3[C:17](=[CH:16][CH:15]=[CH:14][CH:13]=3)[C:8]([NH:7][C:5]([C:4]3[CH:27]=[CH:28][N:29]=[C:2]([N:30]4[CH2:35][CH2:34][CH2:33][CH2:32][CH2:31]4)[CH:3]=3)=[O:6])=[CH:9][CH:10]=2)[CH2:26][CH2:25][O:24][CH2:23][CH2:22]1, predict the reactants needed to synthesize it. The reactants are: Cl[C:2]1[CH:3]=[C:4]([CH:27]=[CH:28][N:29]=1)[C:5]([NH:7][C:8]1[C:17]2[C:12](=[CH:13][CH:14]=[CH:15][CH:16]=2)[C:11]([O:18][CH2:19][CH2:20][N:21]2[CH2:26][CH2:25][O:24][CH2:23][CH2:22]2)=[CH:10][CH:9]=1)=[O:6].[NH:30]1[CH2:35][CH2:34][CH2:33][CH2:32][CH2:31]1.